Dataset: Blood-brain barrier penetration binary classification data from Martins et al.. Task: Regression/Classification. Given a drug SMILES string, predict its absorption, distribution, metabolism, or excretion properties. Task type varies by dataset: regression for continuous measurements (e.g., permeability, clearance, half-life) or binary classification for categorical outcomes (e.g., BBB penetration, CYP inhibition). Dataset: bbb_martins. (1) The drug is CCC(C)(C)O. The result is 1 (penetrates BBB). (2) The compound is O=C1OCCC1C1(O)CCN(CCCN2c3ccccc3Sc3ccc(Cl)cc32)CC1. The result is 1 (penetrates BBB). (3) The compound is Clc1cnn(CCCCN2CCN(c3ncccn3)CC2)c1. The result is 1 (penetrates BBB). (4) The drug is C1CC1. The result is 1 (penetrates BBB). (5) The drug is CC(C)N[C@H]1C2CCC(CC2)[C@]1(O)c1ccc(Cl)c(Cl)c1. The result is 1 (penetrates BBB).